This data is from Catalyst prediction with 721,799 reactions and 888 catalyst types from USPTO. The task is: Predict which catalyst facilitates the given reaction. (1) Reactant: [N:1]1[CH:6]=[CH:5][CH:4]=[N:3][C:2]=1[C:7]1[S:8][CH:9]=[CH:10][C:11]=1[C:12]([OH:14])=O.O=S(Cl)Cl.Cl.[CH3:20][C@H:21]1[NH:26][CH2:25][C@H:24]([OH:27])[CH2:23][CH2:22]1.C(N(CC)CC)C. Product: [OH:27][C@H:24]1[CH2:25][N:26]([C:12]([C:11]2[CH:10]=[CH:9][S:8][C:7]=2[C:2]2[N:1]=[CH:6][CH:5]=[CH:4][N:3]=2)=[O:14])[C@H:21]([CH3:20])[CH2:22][CH2:23]1. The catalyst class is: 4. (2) Reactant: [C:1]1([OH:11])[C:10]2[C:5](=[CH:6][CH:7]=[CH:8][CH:9]=2)[CH:4]=[CH:3][CH:2]=1.[CH2:12]([CH:14]1[O:16][CH2:15]1)Cl. Product: [C:1]1([O:11][CH2:12][CH:14]2[CH2:15][O:16]2)[C:10]2[C:5](=[CH:6][CH:7]=[CH:8][CH:9]=2)[CH:4]=[CH:3][CH:2]=1. The catalyst class is: 16.